From a dataset of NCI-60 drug combinations with 297,098 pairs across 59 cell lines. Regression. Given two drug SMILES strings and cell line genomic features, predict the synergy score measuring deviation from expected non-interaction effect. (1) Drug 1: C1=CC(=C2C(=C1NCCNCCO)C(=O)C3=C(C=CC(=C3C2=O)O)O)NCCNCCO. Drug 2: CC1=CC2C(CCC3(C2CCC3(C(=O)C)OC(=O)C)C)C4(C1=CC(=O)CC4)C. Cell line: SK-OV-3. Synergy scores: CSS=62.1, Synergy_ZIP=8.46, Synergy_Bliss=6.08, Synergy_Loewe=-8.26, Synergy_HSA=6.65. (2) Drug 1: C1=NC2=C(N1)C(=S)N=C(N2)N. Drug 2: C1=NNC2=C1C(=O)NC=N2. Cell line: SK-MEL-5. Synergy scores: CSS=27.4, Synergy_ZIP=0.903, Synergy_Bliss=1.35, Synergy_Loewe=-26.9, Synergy_HSA=-2.48. (3) Drug 1: CC1=C(C(CCC1)(C)C)C=CC(=CC=CC(=CC(=O)O)C)C. Drug 2: C(CN)CNCCSP(=O)(O)O. Cell line: SN12C. Synergy scores: CSS=13.7, Synergy_ZIP=-1.16, Synergy_Bliss=0.999, Synergy_Loewe=-5.58, Synergy_HSA=1.60.